Dataset: Experimentally validated miRNA-target interactions with 360,000+ pairs, plus equal number of negative samples. Task: Binary Classification. Given a miRNA mature sequence and a target amino acid sequence, predict their likelihood of interaction. (1) The miRNA is mmu-miR-344d-3p with sequence GAUAUAACCACUGCCAGACUGA. The protein sequence of the target gene is MGLHFKWPLGAPMLAAIYAMSVVLKMLPALGMACPPKCRCEKLLFYCDSQGFHSVPNATDKGSLGLSLRHNHITALERDQFASFSQLTWLHLDHNQISTVKEDAFQGLYKLKELILSSNKIFYLPNTTFTQLINLQNLDLSFNQLSSLHPELFYGLRKLQTLHLRSNSLRTIPVRLFWDCRSLEFLDLSTNRLRSLARNGFAGLIKLRELHLEHNQLTKINFAHFLRLSSLHTLFLQWNKISNLTCGMDWTWSTLEKLDLTGNEIKAIDLTVFETMPNLKILLMDNNKLNSLDSKILNSL.... Result: 1 (interaction). (2) The miRNA is hsa-miR-4747-5p with sequence AGGGAAGGAGGCUUGGUCUUAG. The protein sequence of the target gene is MAPHRPAPALLCALSLALCALSLPVRAATASRGASQAGAPQGRVPEARPNSMVVEHPEFLKAGKEPGLQIWRVEKFDLVPVPTNLYGDFFTGDAYVILKTVQLRNGNLQYDLHYWLGNECSQDESGAAAIFTVQLDDYLNGRAVQHREVQGFESATFLGYFKSGLKYKKGGVASGFKHVVPNEVVVQRLFQVKGRRVVRATEVPVSWESFNNGDCFILDLGNNIHQWCGSNSNRYERLKATQVSKGIRDNERSGRARVHVSEEGTEPEAMLQVLGPKPALPAGTEDTAKEDAANRKLAKL.... Result: 1 (interaction). (3) The miRNA is hsa-miR-548z with sequence CAAAAACCGCAAUUACUUUUGCA. The protein sequence of the target gene is MPANWTSPQKSSALAPEDHGSSYEGSVSFRDVAIDFSREEWRHLDPSQRNLYRDVMLETYSHLLSVGYQVPEAEVVMLEQGKEPWALQGERPRQSCPGEKLWDHNQCRKILSYKQVSSQPQKMYPGEKAYECAKFEKIFTQKSQLKVHLKVLAGEKLYVCIECGKAFVQKPEFIIHQKTHMREKPFKCNECGKSFFQVSSLFRHQRIHTGEKLYECSQCGKGFSYNSDLSIHEKIHTGERHHECTDCGKAFTQKSTLKMHQKIHTGERSYICIECGQAFIQKTHLIAHRRIHTGEKPYEC.... Result: 0 (no interaction). (4) The miRNA is hsa-miR-758-3p with sequence UUUGUGACCUGGUCCACUAACC. The protein sequence of the target gene is MAFSPWQILSPVQWAKWTWSAVRGGAAGEDEAGGPEGDPEEEDSQAETKSLSFSSDSEGNFETPEAETPIRSPFKESCDPSLGLAGPGAKSQESQEADEQLVAEVVEKCSSKTCSKPSENEVPQQAIDSHSVKNFREEPEHDFSKISIVRPFSIETKDSTDISAVLGTKAAHGCVTAVSGKALPSSPPDALQDEAMTEGSMGVTLEASAEADLKAGNSCPELVPSRRSKLRKPKPVPLRKKAIGGEFSDTNAAVEGTPLPKASYHFSPEELDENTSPLLGDARFQKSPPDLKETPGTLSS.... Result: 1 (interaction). (5) The miRNA is rno-miR-140-3p with sequence UACCACAGGGUAGAACCACGG. The protein sequence of the target gene is MKSIILFVLSLLLILEKQAAVMGQKGGSKGQLPSGSSQFPHGQKGQHYFGQKDQQHTKSKGSFSIQHTYHVDINDHDWTRKSQQYDLNALHKATKSKQHLGGSQQLLNYKQEGRDHDKSKGHFHMIVIHHKGGQAHHGTQNPSQDQGNSPSGKGLSSQCSNTEKRLWVHGLSKEQASASGAQKGRTQGGSQSSYVLQTEELVVNKQQRETKNSHQNKGHYQNVVDVREEHSSKLQTSLHPAHQDRLQHGPKDIFTTQDELLVYNKNQHQTKNLSQDQEHGRKAHKISYPSSRTEERQLHH.... Result: 0 (no interaction). (6) Result: 1 (interaction). The miRNA is hsa-miR-4701-5p with sequence UUGGCCACCACACCUACCCCUU. The protein sequence of the target gene is MQEPLLGAEGPDYDTFPEKPPPSPGDRARVGTLQNKRVFLATFAAVLGNFSFGYALVYTSPVIPALERSLDPDLHLTKSQASWFGSVFTLGAAAGGLSAMILNDLLGRKLSIMFSAVPSAAGYALMAGAHGLWMLLLGRTLTGFAGGLTAACIPVYVSEIAPPGVRGALGATPQLMAVFGSLSLYALGLLLPWRWLAVAGEAPVLIMILLLSFMPNSPRFLLSRGRDEEALRALAWLRGTDVDVHWEFEQIQDNVRRQSSRVSWAEARAPHVCRPITVALLMRLLQQLTGITPILVYLQS.... (7) The miRNA is hsa-miR-5571-5p with sequence CAAUUCUCAAAGGAGCCUCCC. The protein sequence of the target gene is MEKKVDENATLMNGVETTGPARDDVPETFREFLYNKKNGTVMGRTGKSWFQIIVFYIIFYAFLAAFWLTCLTIFMKTLDPKVPRFYGKGTIIGVNPGVGYQPWLKERPDSTLIKYNLRDQKSYKAYLEQMKTYLTKYDSNATETRECGAGDSNDDLEKNPDALPCRFDLSVFDKGCSEKSDFGYKSGKPCVIISLNRLIGWRPTDYQENSVPEEVKDRYKAGSIAINCRGATNVDQEHIGKVTYMPSNGIDGRYYPYVFTKGYQQPIAMVKFDTIPRNKLVIVECRAYALNIEHDISSRL.... Result: 0 (no interaction). (8) The miRNA is hsa-miR-4746-3p with sequence AGCGGUGCUCCUGCGGGCCGA. The protein sequence of the target gene is MAYGVPRKNTVKTILRGSCYNVQEPWDIALLAKTWSTNLANIKLPFLEEISFGGSVQLTKCTTIKDGLLPSAESIKLEREYEVKRLCKLKCQENTSKEIQLLLRERPAGLRRPLPSK. Result: 0 (no interaction).